From a dataset of Catalyst prediction with 721,799 reactions and 888 catalyst types from USPTO. Predict which catalyst facilitates the given reaction. (1) Reactant: [C:1]([O:5][C:6]([NH:8][C:9]1[C:10]([CH2:21][CH:22]([N:28]=C(C2C=CC=CC=2)C2C=CC=CC=2)[C:23]([O:25][CH2:26][CH3:27])=[O:24])=[N:11][C:12]([C:15]2[CH:20]=[CH:19][CH:18]=[CH:17][CH:16]=2)=[CH:13][CH:14]=1)=[O:7])([CH3:4])([CH3:3])[CH3:2].C(O)(=O)CC(CC(O)=O)(C(O)=O)O. Product: [NH2:28][CH:22]([CH2:21][C:10]1[C:9]([NH:8][C:6]([O:5][C:1]([CH3:4])([CH3:3])[CH3:2])=[O:7])=[CH:14][CH:13]=[C:12]([C:15]2[CH:16]=[CH:17][CH:18]=[CH:19][CH:20]=2)[N:11]=1)[C:23]([O:25][CH2:26][CH3:27])=[O:24]. The catalyst class is: 20. (2) Reactant: Cl.Cl.[NH2:3][C:4]1[CH:5]=[C:6]([CH:34]=[CH:35][CH:36]=1)[O:7][C:8]1[CH:9]=[CH:10][C:11]2[N:15]=[C:14]([CH2:16][O:17][C:18]3[CH:31]=[CH:30][C:21]([CH2:22][CH:23]4[S:27][C:26](=[O:28])[NH:25][C:24]4=[O:29])=[CH:20][CH:19]=3)[N:13]([CH3:32])[C:12]=2[CH:33]=1.[C:37]([C:39]1[CH:40]=[C:41]([N:45]=[C:46]=[O:47])[CH:42]=[CH:43][CH:44]=1)#[N:38].C(N(CC)CC)C. Product: [C:37]([C:39]1[CH:40]=[C:41]([NH:45][C:46]([NH:3][C:4]2[CH:36]=[CH:35][CH:34]=[C:6]([O:7][C:8]3[CH:9]=[CH:10][C:11]4[N:15]=[C:14]([CH2:16][O:17][C:18]5[CH:31]=[CH:30][C:21]([CH2:22][CH:23]6[S:27][C:26](=[O:28])[NH:25][C:24]6=[O:29])=[CH:20][CH:19]=5)[N:13]([CH3:32])[C:12]=4[CH:33]=3)[CH:5]=2)=[O:47])[CH:42]=[CH:43][CH:44]=1)#[N:38]. The catalyst class is: 9.